From a dataset of Forward reaction prediction with 1.9M reactions from USPTO patents (1976-2016). Predict the product of the given reaction. (1) Given the reactants [Cl:1][C:2]1[CH:3]=[C:4]([N+:9]([O-:11])=[O:10])[CH:5]=[CH:6][C:7]=1F.[Cl:12][C:13]1[CH:18]=[CH:17][C:16]([CH2:19][C:20]([CH3:23])([NH2:22])[CH3:21])=[CH:15][C:14]=1[F:24].O, predict the reaction product. The product is: [Cl:1][C:2]1[CH:3]=[C:4]([N+:9]([O-:11])=[O:10])[CH:5]=[CH:6][C:7]=1[NH:22][C:20]([CH3:23])([CH3:21])[CH2:19][C:16]1[CH:17]=[CH:18][C:13]([Cl:12])=[C:14]([F:24])[CH:15]=1. (2) Given the reactants [Br:1][C:2]1[CH:7]=[CH:6][C:5]([C:8]2[O:12][N:11]=[CH:10][C:9]=2[CH2:13][CH2:14][C:15](OC)=[O:16])=[CH:4][CH:3]=1.[H-].C([Al+]CC(C)C)C(C)C.Cl, predict the reaction product. The product is: [Br:1][C:2]1[CH:3]=[CH:4][C:5]([C:8]2[O:12][N:11]=[CH:10][C:9]=2[CH2:13][CH2:14][CH2:15][OH:16])=[CH:6][CH:7]=1. (3) Given the reactants [H-].[Na+].[Br:3][CH2:4][C:5]([CH2:10][Br:11])([CH2:8][Br:9])[CH2:6][OH:7].[CH2:12](Br)[CH:13]=[CH2:14], predict the reaction product. The product is: [Br:3][CH2:4][C:5]([CH2:10][Br:11])([CH2:8][Br:9])[CH2:6][O:7][CH2:14][CH:13]=[CH2:12]. (4) Given the reactants C([N:4]1[C:12]2[C:7](=[CH:8][C:9]3[CH2:17][C@@H:16]([NH:18][C:19](=O)[O:20]CC4C=CC=CC=4)[C:15](=[O:29])[N:14]([CH2:30][C:31]4[CH:36]=[CH:35][CH:34]=[CH:33][CH:32]=4)[CH2:13][C:10]=3[CH:11]=2)[CH:6]=[N:5]1)(=O)C.[H][H].[C:39](Cl)(Cl)=[O:40].C1(C)C=CC=CC=1.C([O-])(=O)C.O=C1[N:64]([CH:65]2[CH2:70][CH2:69][NH2+:68][CH2:67][CH2:66]2)[CH2:63][C:62]2[C:57](=[CH:58][CH:59]=[CH:60][CH:61]=2)[NH:56]1.C(=O)([O-])[O-].[K+].[K+], predict the reaction product. The product is: [CH2:30]([N:14]1[C:15](=[O:29])[C@H:16]([NH:18][C:19]([N:68]2[CH2:67][CH2:66][CH:65]([N:64]3[CH2:63][C:62]4[C:57](=[CH:58][CH:59]=[CH:60][CH:61]=4)[NH:56][C:39]3=[O:40])[CH2:70][CH2:69]2)=[O:20])[CH2:17][C:9]2[CH:8]=[C:7]3[C:12](=[CH:11][C:10]=2[CH2:13]1)[NH:4][N:5]=[CH:6]3)[C:31]1[CH:36]=[CH:35][CH:34]=[CH:33][CH:32]=1. (5) Given the reactants Cl.[OH:2][C:3]1[C:8]([NH:9]C(=O)C)=[C:7]([OH:13])[N:6]=[C:5]([S:14][CH2:15][CH2:16][CH3:17])[N:4]=1, predict the reaction product. The product is: [NH2:9][C:8]1[C:3]([OH:2])=[N:4][C:5]([S:14][CH2:15][CH2:16][CH3:17])=[N:6][C:7]=1[OH:13]. (6) The product is: [Cl:12][C:7]1[CH:6]=[C:3]([CH:4]=[O:5])[C:2]([Cl:1])=[CH:9][C:8]=1[CH:10]=[CH:20][C:19]([O:18][C:14]([CH3:17])([CH3:16])[CH3:15])=[O:40]. Given the reactants [Cl:1][C:2]1[CH:9]=[C:8]([CH:10]=O)[C:7]([Cl:12])=[CH:6][C:3]=1[CH:4]=[O:5].[Br-].[C:14]([O:18][C:19](=[O:40])[CH2:20][P+](C1C=CC=CC=1)(C1C=CC=CC=1)C1C=CC=CC=1)([CH3:17])([CH3:16])[CH3:15].[OH-].[Na+], predict the reaction product. (7) Given the reactants [Cl:1][C:2]1[CH:7]=[CH:6][C:5]([C@H:8]([CH2:24][C:25]2[CH:30]=[CH:29][C:28]([F:31])=[CH:27][CH:26]=2)[CH2:9][C:10]([N:12]2[C@@H:16]([C:17]3[CH:22]=[CH:21][CH:20]=[CH:19][CH:18]=3)[CH2:15][O:14][C:13]2=[O:23])=[O:11])=[CH:4][CH:3]=1.C[Si]([N-][Si](C)(C)C)(C)C.[Na+].CC(C1C=C(C(C)C)C(S([N:57]=[N+:58]=[N-:59])(=O)=O)=C(C(C)C)C=1)C.C(O)(=O)C, predict the reaction product. The product is: [N:57]([C@H:9]([C@@H:8]([C:5]1[CH:4]=[CH:3][C:2]([Cl:1])=[CH:7][CH:6]=1)[CH2:24][C:25]1[CH:26]=[CH:27][C:28]([F:31])=[CH:29][CH:30]=1)[C:10]([N:12]1[C@@H:16]([C:17]2[CH:22]=[CH:21][CH:20]=[CH:19][CH:18]=2)[CH2:15][O:14][C:13]1=[O:23])=[O:11])=[N+:58]=[N-:59]. (8) Given the reactants C(=O)([O-])[O-].[K+].[K+].[C:7]1([C:13](B(O)O)=[CH2:14])[CH:12]=[CH:11][CH:10]=[CH:9][CH:8]=1.[O:18]1[CH2:23][CH2:22][CH2:21][O:20][CH:19]1[C:24]1[CH:29]=[CH:28][C:27]([C:30]2[S:31][C:32]3[C:37]([N:38]=2)=[CH:36][CH:35]=[C:34](Cl)[N:33]=3)=[C:26]([F:40])[CH:25]=1, predict the reaction product. The product is: [O:20]1[CH2:21][CH2:22][CH2:23][O:18][CH:19]1[C:24]1[CH:29]=[CH:28][C:27]([C:30]2[S:31][C:32]3[C:37]([N:38]=2)=[CH:36][CH:35]=[C:34]([C:13]([C:7]2[CH:12]=[CH:11][CH:10]=[CH:9][CH:8]=2)=[CH2:14])[N:33]=3)=[C:26]([F:40])[CH:25]=1. (9) The product is: [CH2:10]([CH:9]1[CH:16]([OH:19])[C:5]23[N:4]=[CH:3][CH:2]=[C:14]2[CH:13]=[CH:12][CH:11]=[C:6]3[N:7]([CH3:26])[CH2:8]1)[CH:22]=[CH2:23]. Given the reactants C[C:2]1[C:14]2[C:13]3[CH:12]=[CH:11][CH:10]=[CH:9][C:8]=3[N:7]=[C:6](O)[C:5]=2[NH:4][CH:3]=1.[C:16]([O-:19])([O-])=O.[Cs+].[Cs+].[CH2:22](Br)[CH:23]=C.[CH2:26]1COCC1, predict the reaction product.